Predict which catalyst facilitates the given reaction. From a dataset of Catalyst prediction with 721,799 reactions and 888 catalyst types from USPTO. (1) Product: [Cl:2][C:3]1[CH:13]=[CH:12][C:6]2[CH2:7][CH2:8][NH:9][CH2:10][CH2:11][C:5]=2[C:4]=1[CH2:14][S:15][C:16]1[NH:20][CH:19]=[CH:18][N:17]=1. The catalyst class is: 97. Reactant: Cl.[Cl:2][C:3]1[CH:13]=[CH:12][C:6]2[CH2:7][CH2:8][NH:9][CH2:10][CH2:11][C:5]=2[C:4]=1[CH2:14][S:15][C:16]1[NH:17][CH:18]=[CH:19][N:20]=1.C([O-])([O-])=O.[Na+].[Na+].C(Cl)Cl. (2) Reactant: [Br:1][C:2]1[C:3]([O:13][C:14]2[CH:19]=[CH:18][CH:17]=[CH:16][CH:15]=2)=[C:4]2[C:9](=[CH:10][CH:11]=1)[NH:8][CH:7]([CH3:12])[CH2:6][CH2:5]2.N1C=CC=CC=1.[C:26](Cl)(=[O:28])[CH3:27]. Product: [Br:1][C:2]1[C:3]([O:13][C:14]2[CH:19]=[CH:18][CH:17]=[CH:16][CH:15]=2)=[C:4]2[C:9](=[CH:10][CH:11]=1)[N:8]([C:26](=[O:28])[CH3:27])[CH:7]([CH3:12])[CH2:6][CH2:5]2. The catalyst class is: 4. (3) Reactant: [F:1][C:2]1[CH:3]=[C:4]([CH2:9][C:10]([O:12][CH2:13][CH3:14])=[O:11])[CH:5]=[CH:6][C:7]=1[F:8].[H-].[Na+].[C:17](=O)([O:21]CC)[O:18][CH2:19][CH3:20].[Cl-].[NH4+]. Product: [F:1][C:2]1[CH:3]=[C:4]([CH:9]([C:17]([O:18][CH2:19][CH3:20])=[O:21])[C:10]([O:12][CH2:13][CH3:14])=[O:11])[CH:5]=[CH:6][C:7]=1[F:8]. The catalyst class is: 1. (4) Reactant: [S-:1][C:2]#[N:3].[NH4+].Cl.[CH3:6][O:7][C:8]([C:10]1[CH:11]=[C:12]2[C:17](=[CH:18][CH:19]=1)[CH2:16][NH:15][CH2:14][CH2:13]2)=[O:9].C1COCC1. Product: [NH2:3][C:2]([N:15]1[CH2:14][CH2:13][C:12]2[C:17](=[CH:18][CH:19]=[C:10]([C:8]([O:7][CH3:6])=[O:9])[CH:11]=2)[CH2:16]1)=[S:1]. The catalyst class is: 25. (5) Reactant: [CH3:1][C:2]1[CH:3]=[CH:4][C:5]([S:12]([CH2:15][CH2:16][CH3:17])(=[O:14])=[O:13])=[C:6]([NH:8][C:9](=[O:11])[CH3:10])[CH:7]=1.[Br:18]NC(=O)CCC(N)=O. Product: [Br:18][C:3]1[C:2]([CH3:1])=[CH:7][C:6]([NH:8][C:9](=[O:11])[CH3:10])=[C:5]([S:12]([CH2:15][CH2:16][CH3:17])(=[O:14])=[O:13])[CH:4]=1. The catalyst class is: 65.